Dataset: Forward reaction prediction with 1.9M reactions from USPTO patents (1976-2016). Task: Predict the product of the given reaction. (1) Given the reactants [O:1]=[C:2]([C:10]1[O:11][C:12]([C:15]2[CH:20]=[CH:19][CH:18]=[CH:17][N:16]=2)=[CH:13][N:14]=1)[CH2:3][CH2:4][CH2:5][C:6]([O:8]C)=O.[CH2:21]([NH2:28])[C:22]1[CH:27]=[CH:26][CH:25]=[CH:24][CH:23]=1, predict the reaction product. The product is: [CH2:21]([NH:28][C:6](=[O:8])[CH2:5][CH2:4][CH2:3][C:2](=[O:1])[C:10]1[O:11][C:12]([C:15]2[CH:20]=[CH:19][CH:18]=[CH:17][N:16]=2)=[CH:13][N:14]=1)[C:22]1[CH:27]=[CH:26][CH:25]=[CH:24][CH:23]=1. (2) Given the reactants [C:1]([OH:13])(=[O:12])[CH2:2][C:3]([CH2:8][C:9]([OH:11])=[O:10])([C:5]([OH:7])=[O:6])[OH:4].[CH3:14][N:15]([CH3:43])[CH2:16][CH2:17][N:18]1[C:22]2[CH:23]=[CH:24][C:25]([S:27]([CH:30]3[CH2:33][N:32]([S:34]([CH3:37])(=[O:36])=[O:35])[CH2:31]3)(=[O:29])=[O:28])=[CH:26][C:21]=2[N:20]=[C:19]1[CH2:38][C:39]([CH3:42])([CH3:41])[CH3:40], predict the reaction product. The product is: [C:1]([OH:13])(=[O:12])[CH2:2][C:3]([CH2:8][C:9]([OH:11])=[O:10])([C:5]([OH:7])=[O:6])[OH:4].[CH3:14][N:15]([CH3:43])[CH2:16][CH2:17][N:18]1[C:22]2[CH:23]=[CH:24][C:25]([S:27]([CH:30]3[CH2:33][N:32]([S:34]([CH3:37])(=[O:35])=[O:36])[CH2:31]3)(=[O:29])=[O:28])=[CH:26][C:21]=2[N:20]=[C:19]1[CH2:38][C:39]([CH3:41])([CH3:40])[CH3:42]. (3) The product is: [ClH:1].[Cl:1][C:2]1[C:11]2[C:6](=[CH:7][CH:8]=[CH:9][CH:10]=2)[C:5]([O:12][C:13]([CH3:26])([CH3:25])[C:14]([NH:16][NH2:17])=[O:15])=[CH:4][CH:3]=1. Given the reactants [Cl:1][C:2]1[C:11]2[C:6](=[CH:7][CH:8]=[CH:9][CH:10]=2)[C:5]([O:12][C:13]([CH3:26])([CH3:25])[C:14]([NH:16][NH:17]C(OC(C)(C)C)=O)=[O:15])=[CH:4][CH:3]=1.C(OCC)(=O)C.Cl, predict the reaction product.